Dataset: Peptide-MHC class I binding affinity with 185,985 pairs from IEDB/IMGT. Task: Regression. Given a peptide amino acid sequence and an MHC pseudo amino acid sequence, predict their binding affinity value. This is MHC class I binding data. (1) The peptide sequence is FQPQNGQFI. The MHC is HLA-A23:01 with pseudo-sequence HLA-A23:01. The binding affinity (normalized) is 0.0826. (2) The peptide sequence is TAYIGTSNWT. The MHC is HLA-A68:02 with pseudo-sequence HLA-A68:02. The binding affinity (normalized) is 0.416. (3) The peptide sequence is ATNDGLIKK. The MHC is HLA-B15:01 with pseudo-sequence HLA-B15:01. The binding affinity (normalized) is 0.0847. (4) The peptide sequence is GVFPINESF. The MHC is HLA-B27:05 with pseudo-sequence HLA-B27:05. The binding affinity (normalized) is 0.0847. (5) The peptide sequence is IVNRNRQGY. The MHC is HLA-A02:03 with pseudo-sequence HLA-A02:03. The binding affinity (normalized) is 0. (6) The peptide sequence is KRYEKSAMI. The MHC is HLA-B27:05 with pseudo-sequence HLA-B27:05. The binding affinity (normalized) is 0.756.